This data is from Full USPTO retrosynthesis dataset with 1.9M reactions from patents (1976-2016). The task is: Predict the reactants needed to synthesize the given product. (1) The reactants are: Br[C:2]1[C:3]([N:22]2[CH2:26][CH2:25][C@@H:24]([OH:27])[CH2:23]2)=[N:4][CH:5]=[C:6]([CH:21]=1)[C:7]([NH:9][C:10]1[CH:15]=[CH:14][C:13]([O:16][C:17]([Cl:20])([F:19])[F:18])=[CH:12][CH:11]=1)=[O:8].[CH3:28][C:29]1[CH:34]=[CH:33][N:32]=[CH:31][C:30]=1B1OC(C)(C)C(C)(C)O1.[O-]P([O-])([O-])=O.[K+].[K+].[K+]. Given the product [Cl:20][C:17]([F:19])([F:18])[O:16][C:13]1[CH:14]=[CH:15][C:10]([NH:9][C:7]([C:6]2[CH:21]=[C:2]([C:30]3[CH:31]=[N:32][CH:33]=[CH:34][C:29]=3[CH3:28])[C:3]([N:22]3[CH2:26][CH2:25][C@@H:24]([OH:27])[CH2:23]3)=[N:4][CH:5]=2)=[O:8])=[CH:11][CH:12]=1, predict the reactants needed to synthesize it. (2) Given the product [F:6][C:7]1[CH:12]=[C:11]([N+:13]([O-:15])=[O:14])[CH:10]=[CH:9][C:8]=1[CH:16]([CH3:22])[C:17]([OH:19])=[O:18], predict the reactants needed to synthesize it. The reactants are: S(=O)(=O)(O)O.[F:6][C:7]1[CH:12]=[C:11]([N+:13]([O-:15])=[O:14])[CH:10]=[CH:9][C:8]=1[C:16](C)([C:22](OCC)=O)[C:17]([O:19]CC)=[O:18]. (3) The reactants are: [Cl:1][C:2]1[N:7]=[CH:6][C:5]([C:8]([C:10]2[CH:15]=[CH:14][C:13]([O:16][CH3:17])=[CH:12][C:11]=2[OH:18])=[O:9])=[CH:4][CH:3]=1.Br[C:20]([CH3:29])([CH3:28])[C:21]([O:23][C:24]([CH3:27])([CH3:26])[CH3:25])=[O:22].C(=O)([O-])[O-].[K+].[K+].S([O-])([O-])(=O)=O.[Mg+2]. Given the product [Cl:1][C:2]1[N:7]=[CH:6][C:5]([C:8]([C:10]2[CH:15]=[CH:14][C:13]([O:16][CH3:17])=[CH:12][C:11]=2[O:18][C:20]([CH3:29])([CH3:28])[C:21]([O:23][C:24]([CH3:27])([CH3:26])[CH3:25])=[O:22])=[O:9])=[CH:4][CH:3]=1, predict the reactants needed to synthesize it. (4) Given the product [CH2:28]([C:32]1[CH:37]=[CH:36][C:35]([C:38]#[C:39][C:40]2[CH:45]=[CH:44][C:43]([CH:46]([O:1][C:2]3[CH:3]=[CH:4][C:5]4[C:10](=[O:11])[O:9][C:8]([CH3:12])([CH3:13])[O:7][C:6]=4[CH:14]=3)[CH2:47][CH2:48][CH2:49][CH3:50])=[CH:42][CH:41]=2)=[CH:34][CH:33]=1)[CH2:29][CH2:30][CH3:31], predict the reactants needed to synthesize it. The reactants are: [OH:1][C:2]1[CH:3]=[CH:4][C:5]2[C:10](=[O:11])[O:9][C:8]([CH3:13])([CH3:12])[O:7][C:6]=2[CH:14]=1.C(P(CCCC)CCCC)CCC.[CH2:28]([C:32]1[CH:37]=[CH:36][C:35]([C:38]#[C:39][C:40]2[CH:45]=[CH:44][C:43]([CH:46](O)[CH2:47][CH2:48][CH2:49][CH3:50])=[CH:42][CH:41]=2)=[CH:34][CH:33]=1)[CH2:29][CH2:30][CH3:31]. (5) Given the product [Cl:31][C:32]1[CH:51]=[CH:50][C:35]([O:36][C:37]2[C:46]3[C:41](=[CH:42][C:43]([O:11][CH2:10][CH2:9][CH2:8][N:5]4[CH2:6][CH2:7][S:2](=[O:1])(=[O:12])[CH2:3][CH2:4]4)=[C:44]([O:47][CH3:48])[CH:45]=3)[N:40]=[CH:39][N:38]=2)=[C:34]([F:52])[CH:33]=1, predict the reactants needed to synthesize it. The reactants are: [O:1]=[S:2]1(=[O:12])[CH2:7][CH2:6][N:5]([CH2:8][CH2:9][CH2:10][OH:11])[CH2:4][CH2:3]1.N(C(N1CCCCC1)=O)=NC(N1CCCCC1)=O.[Cl:31][C:32]1[CH:51]=[CH:50][C:35]([O:36][C:37]2[C:46]3[C:41](=[CH:42][C:43](O)=[C:44]([O:47][CH3:48])[CH:45]=3)[N:40]=[CH:39][N:38]=2)=[C:34]([F:52])[CH:33]=1.C(P(CCCC)CCCC)CCC.